This data is from Catalyst prediction with 721,799 reactions and 888 catalyst types from USPTO. The task is: Predict which catalyst facilitates the given reaction. (1) Reactant: [Si]([O:8][CH2:9][CH2:10][C@H:11]1[CH2:23][C:22]2[C:21]3[C:20]([O:24][CH:25]4[CH2:30][CH2:29][CH:28]([NH:31][C:32](=[O:38])[O:33][C:34]([CH3:37])([CH3:36])[CH3:35])[CH2:27][CH2:26]4)=[N:19][CH:18]=[N:17][C:16]=3[S:15][C:14]=2[CH2:13][CH2:12]1)(C(C)(C)C)(C)C.CCCC[N+](CCCC)(CCCC)CCCC.[F-]. Product: [OH:8][CH2:9][CH2:10][C@H:11]1[CH2:23][C:22]2[C:21]3[C:20]([O:24][CH:25]4[CH2:26][CH2:27][CH:28]([NH:31][C:32](=[O:38])[O:33][C:34]([CH3:36])([CH3:35])[CH3:37])[CH2:29][CH2:30]4)=[N:19][CH:18]=[N:17][C:16]=3[S:15][C:14]=2[CH2:13][CH2:12]1. The catalyst class is: 1. (2) Reactant: C1(C2C=CC=CC=2)C=CC=CC=1.Cl[C:14]1[C:15](=[O:38])[C:16](=[O:37])[C:17]=1[NH:18][C:19]1[CH:24]=[CH:23][C:22]([Cl:25])=[C:21]([S:26]([N:29]2[CH2:34][CH2:33][N:32]([CH3:35])[CH2:31][CH2:30]2)(=[O:28])=[O:27])[C:20]=1[OH:36].[F:39][C:40]1[CH:46]=[CH:45][CH:44]=[CH:43][C:41]=1[NH2:42]. Product: [Cl:25][C:22]1[CH:23]=[CH:24][C:19]([NH:18][C:17]2[C:16](=[O:37])[C:15](=[O:38])[C:14]=2[NH:42][C:41]2[CH:43]=[CH:44][CH:45]=[CH:46][C:40]=2[F:39])=[C:20]([OH:36])[C:21]=1[S:26]([N:29]1[CH2:34][CH2:33][N:32]([CH3:35])[CH2:31][CH2:30]1)(=[O:28])=[O:27]. The catalyst class is: 3. (3) Reactant: C(=O)([O-])[O-].[Na+].[Na+].[CH3:7][O:8][C:9]1[CH:23]=[C:22]([O:24][CH3:25])[CH:21]=[CH:20][C:10]=1[CH2:11][N:12]1[CH2:17][CH2:16][NH:15][C:14](=[O:18])[CH:13]1[CH3:19].F[B-](F)(F)F.[CH2:31]([O+](CC)CC)[CH3:32]. Product: [CH3:7][O:8][C:9]1[CH:23]=[C:22]([O:24][CH3:25])[CH:21]=[CH:20][C:10]=1[CH2:11][N:12]1[CH:13]([CH3:19])[C:14]([O:18][CH2:31][CH3:32])=[N:15][CH2:16][CH2:17]1. The catalyst class is: 34. (4) Reactant: [CH2:1]([N:8]([CH3:30])[C@@H:9]1[CH2:14][CH2:13][N:12]([CH2:15][CH2:16][C:17]2[CH:22]=[CH:21][C:20]([F:23])=[CH:19][CH:18]=2)[CH2:11][C@H:10]1[CH2:24]OS(C)(=O)=O)[C:2]1[CH:7]=[CH:6][CH:5]=[CH:4][CH:3]=1.[N-:31]=[N+:32]=[N-:33].[Na+]. Product: [N:31]([CH2:24][C@H:10]1[C@H:9]([N:8]([CH2:1][C:2]2[CH:7]=[CH:6][CH:5]=[CH:4][CH:3]=2)[CH3:30])[CH2:14][CH2:13][N:12]([CH2:15][CH2:16][C:17]2[CH:22]=[CH:21][C:20]([F:23])=[CH:19][CH:18]=2)[CH2:11]1)=[N+:32]=[N-:33]. The catalyst class is: 42. (5) Reactant: O1CCN([C:7]2[C:8](=[O:22])[N:9]([C:13]3[CH:18]=[CH:17][C:16]([N+:19]([O-:21])=[O:20])=[CH:15][CH:14]=3)[CH2:10][CH2:11][CH:12]=2)CC1.Cl/[C:24](=[N:30]\[NH:31][C:32]1[CH:37]=[CH:36][C:35]([O:38][CH3:39])=[CH:34][CH:33]=1)/[C:25]([O:27][CH2:28][CH3:29])=[O:26].C(OCC)(=O)C. Product: [CH3:39][O:38][C:35]1[CH:36]=[CH:37][C:32]([N:31]2[C:7]3[C:8](=[O:22])[N:9]([C:13]4[CH:18]=[CH:17][C:16]([N+:19]([O-:21])=[O:20])=[CH:15][CH:14]=4)[CH2:10][CH2:11][C:12]=3[C:24]([C:25]([O:27][CH2:28][CH3:29])=[O:26])=[N:30]2)=[CH:33][CH:34]=1. The catalyst class is: 66. (6) Reactant: ClCCCl.[CH3:5][C:6]1[CH:10]=[C:9]([C:11]2[CH:16]=[CH:15][C:14]([N+:17]([O-:19])=[O:18])=[CH:13][CH:12]=2)[O:8][N:7]=1.[I:20]N1C(=O)CCC1=O.OS(O)(=O)=O. Product: [I:20][C:10]1[C:6]([CH3:5])=[N:7][O:8][C:9]=1[C:11]1[CH:12]=[CH:13][C:14]([N+:17]([O-:19])=[O:18])=[CH:15][CH:16]=1. The catalyst class is: 6.